From a dataset of NCI-60 drug combinations with 297,098 pairs across 59 cell lines. Regression. Given two drug SMILES strings and cell line genomic features, predict the synergy score measuring deviation from expected non-interaction effect. (1) Drug 1: C1CC(=O)NC(=O)C1N2CC3=C(C2=O)C=CC=C3N. Drug 2: CC=C1C(=O)NC(C(=O)OC2CC(=O)NC(C(=O)NC(CSSCCC=C2)C(=O)N1)C(C)C)C(C)C. Cell line: PC-3. Synergy scores: CSS=43.8, Synergy_ZIP=0.992, Synergy_Bliss=3.15, Synergy_Loewe=5.06, Synergy_HSA=5.07. (2) Drug 1: C1=CC(=C2C(=C1NCCNCCO)C(=O)C3=C(C=CC(=C3C2=O)O)O)NCCNCCO. Drug 2: C(CC(=O)O)C(=O)CN.Cl. Cell line: OVCAR-8. Synergy scores: CSS=44.9, Synergy_ZIP=4.54, Synergy_Bliss=4.06, Synergy_Loewe=-35.6, Synergy_HSA=2.88.